Dataset: Full USPTO retrosynthesis dataset with 1.9M reactions from patents (1976-2016). Task: Predict the reactants needed to synthesize the given product. (1) Given the product [Br:1][C:5]1[C:6]2[C:11](=[CH:10][CH:9]=[CH:8][CH:7]=2)[NH:3][CH:4]=1, predict the reactants needed to synthesize it. The reactants are: [Br:1]Br.[NH:3]1[C:11]2[C:6](=[CH:7][CH:8]=[CH:9][CH:10]=2)[CH:5]=[CH:4]1.S(=O)(O)[O-].[K+].[OH-].[NH4+]. (2) Given the product [ClH:16].[CH3:15][C@H:9]1[CH2:10][O:11][CH2:12][C@@H:13]([CH3:14])[NH:8]1, predict the reactants needed to synthesize it. The reactants are: C(OC([N:8]1[C@H:13]([CH3:14])[CH2:12][O:11][CH2:10][C@@H:9]1[CH3:15])=O)(C)(C)C.[ClH:16].O1CCOCC1. (3) Given the product [Cl:1][C:2]1[N:3]=[C:4]([C:9]([NH:11][C@H:12]2[CH2:17][CH2:16][N:15]([C:18]3[S:19][C:20]([C:26]([O:28][CH2:29][CH3:30])=[O:27])=[C:21]([C:23](=[O:24])[NH:39][CH:37]([CH3:38])[CH2:36][O:35][CH3:34])[N:22]=3)[CH2:14][C@H:13]2[O:31][CH2:32][CH3:33])=[O:10])[NH:5][C:6]=1[CH2:7][CH3:8], predict the reactants needed to synthesize it. The reactants are: [Cl:1][C:2]1[N:3]=[C:4]([C:9]([NH:11][C@H:12]2[CH2:17][CH2:16][N:15]([C:18]3[S:19][C:20]([C:26]([O:28][CH2:29][CH3:30])=[O:27])=[C:21]([C:23](O)=[O:24])[N:22]=3)[CH2:14][C@H:13]2[O:31][CH2:32][CH3:33])=[O:10])[NH:5][C:6]=1[CH2:7][CH3:8].[CH3:34][O:35][CH2:36][CH:37]([NH2:39])[CH3:38].CCN=C=NCCCN(C)C.Cl.ON1C2C=CC=CC=2N=N1. (4) Given the product [Cl:23][CH2:2][C:3]1[C:7]2[CH:8]=[CH:9][C:10]([O:12][C:15](=[O:18])[CH3:16])=[CH:11][C:6]=2[O:5][CH:4]=1, predict the reactants needed to synthesize it. The reactants are: O[CH2:2][C:3]1[C:7]2[CH:8]=[CH:9][C:10]([OH:12])=[CH:11][C:6]=2[O:5][CH:4]=1.[OH-].[Na+].[C:15]([O:18]C(=O)C)(=O)[CH3:16].C(Cl)(Cl)(Cl)[Cl:23].C1(P(C2C=CC=CC=2)C2C=CC=CC=2)C=CC=CC=1. (5) Given the product [F:15][C:12]([F:13])([F:14])[S:9]([O:8][CH2:18][CH:17]([F:20])[F:16])(=[O:10])=[O:11], predict the reactants needed to synthesize it. The reactants are: S([O:8][S:9]([C:12]([F:15])([F:14])[F:13])(=[O:11])=[O:10])(C(F)(F)F)(=O)=O.[F:16][CH:17]([F:20])[CH2:18]O.C([O-])(O)=O.[Na+]. (6) Given the product [CH2:1]([N:3]([CH2:4][CH3:5])[C:14](=[O:15])[CH2:13][CH2:12][C:10]1[CH:11]=[CH:6][CH:7]=[CH:8][C:9]=1[OH:16])[CH3:2], predict the reactants needed to synthesize it. The reactants are: [CH2:1]([NH:3][CH2:4][CH3:5])[CH3:2].[CH:6]1[CH:7]=[CH:8][C:9]2[O:16][C:14](=[O:15])[CH2:13][CH2:12][C:10]=2[CH:11]=1. (7) Given the product [F:1][C:2]1[CH:7]=[CH:6][CH:5]=[CH:4][C:3]=1[C@H:8]1[CH2:13][N:12]([CH2:34][CH:35]([CH3:37])[CH3:36])[C:11](=[O:14])[C@@H:10]([NH:15][C:16](=[O:22])[O:17][CH2:18][CH2:21][CH2:39][CH3:40])[CH2:9]1, predict the reactants needed to synthesize it. The reactants are: [F:1][C:2]1[CH:7]=[CH:6][CH:5]=[CH:4][C:3]=1[C@H:8]1[CH2:13][NH:12][C:11](=[O:14])[C@@H:10]([NH:15][C:16](=[O:22])[O:17][C:18]([CH3:21])(C)C)[CH2:9]1.C[Si]([N-][Si](C)(C)C)(C)C.[Li+].I[CH2:34][CH:35]([CH3:37])[CH3:36].O1CC[CH2:40][CH2:39]1.CN1CCCC1=O. (8) Given the product [Cl:1][C:2]1[C:3]2[CH:13]=[CH:12][CH:11]=[CH:10][C:4]=2[S:5][C:6]=1[C:7]([NH:23][C:22]1[CH:24]=[CH:25][C:26]([CH3:28])=[CH:27][C:21]=1[F:20])=[O:9], predict the reactants needed to synthesize it. The reactants are: [Cl:1][C:2]1[C:3]2[CH:13]=[CH:12][CH:11]=[CH:10][C:4]=2[S:5][C:6]=1[C:7]([OH:9])=O.C(Cl)(=O)C(Cl)=O.[F:20][C:21]1[CH:27]=[C:26]([CH3:28])[CH:25]=[CH:24][C:22]=1[NH2:23]. (9) Given the product [CH2:30]([N:32]1[CH2:37][CH2:36][N:35]([CH2:2][CH2:3][O:4][C:5]2[CH:10]=[CH:9][C:8]([CH:11]3[CH2:16][CH2:15][N:14]([C:17]4[CH:18]=[CH:19][C:20]5[N:21]([C:23]([C:26]([F:29])([F:28])[F:27])=[N:24][N:25]=5)[N:22]=4)[CH2:13][CH2:12]3)=[CH:7][CH:6]=2)[CH2:34][C:33]1=[O:38])[CH3:31], predict the reactants needed to synthesize it. The reactants are: Br[CH2:2][CH2:3][O:4][C:5]1[CH:10]=[CH:9][C:8]([CH:11]2[CH2:16][CH2:15][N:14]([C:17]3[CH:18]=[CH:19][C:20]4[N:21]([C:23]([C:26]([F:29])([F:28])[F:27])=[N:24][N:25]=4)[N:22]=3)[CH2:13][CH2:12]2)=[CH:7][CH:6]=1.[CH2:30]([N:32]1[CH2:37][CH2:36][NH:35][CH2:34][C:33]1=[O:38])[CH3:31].C(OCC)C. (10) Given the product [CH2:1]([NH:4][C:5]([C:7]1[C:15]2[CH2:14][CH2:13][S:28](=[O:30])(=[O:27])[CH2:11][C:10]=2[S:9][C:8]=1[NH:16][C:17]([CH:19]1[C:20]([CH3:25])([CH3:24])[C:21]1([CH3:23])[CH3:22])=[O:18])=[O:6])[CH2:2][CH3:3], predict the reactants needed to synthesize it. The reactants are: [CH2:1]([NH:4][C:5]([C:7]1[C:15]2[CH2:14][CH2:13]S[CH2:11][C:10]=2[S:9][C:8]=1[NH:16][C:17]([CH:19]1[C:21]([CH3:23])([CH3:22])[C:20]1([CH3:25])[CH3:24])=[O:18])=[O:6])[CH2:2][CH3:3].O[O:27][S:28]([O-:30])=O.[K+].